Task: Predict the reaction yield, written as a fraction of the theoretical maximum amount of product (1.0 means a 100% yield; for example, 0.34 means a 34% yield).. Dataset: Reaction yield outcomes from USPTO patents with 853,638 reactions (1) The reactants are Cl[C:2]1[O:3][C:4]([C:7]2[CH:8]=[C:9]3[C:14](=[CH:15][CH:16]=2)[CH:13]=[N:12][CH:11]=[CH:10]3)=[CH:5][N:6]=1.[NH2:17][C:18]1[CH:19]=[C:20]([NH:24][S:25]([CH2:28][C:29]2[CH:34]=[CH:33][CH:32]=[CH:31][CH:30]=2)(=[O:27])=[O:26])[CH:21]=[CH:22][CH:23]=1. The catalyst is CC(O)C. The product is [CH:13]1[C:14]2[C:9](=[CH:8][C:7]([C:4]3[O:3][C:2]([NH:17][C:18]4[CH:19]=[C:20]([NH:24][S:25]([CH2:28][C:29]5[CH:30]=[CH:31][CH:32]=[CH:33][CH:34]=5)(=[O:27])=[O:26])[CH:21]=[CH:22][CH:23]=4)=[N:6][CH:5]=3)=[CH:16][CH:15]=2)[CH:10]=[CH:11][N:12]=1. The yield is 0.720. (2) The reactants are [Cl-].O[NH3+:3].[C:4](=[O:7])([O-])[OH:5].[Na+].CS(C)=O.[CH3:13][C:14]1[N:15]=[C:16]([CH2:43][CH2:44][CH3:45])[N:17]([CH2:28][C:29]2[CH:34]=[CH:33][C:32]([C:35]3[C:36]([C:41]#[N:42])=[CH:37][CH:38]=[CH:39][CH:40]=3)=[CH:31][CH:30]=2)[C:18](=[O:27])[C:19]=1[O:20][C:21]1[CH:26]=[CH:25][CH:24]=[CH:23][CH:22]=1. The catalyst is C(OCC)(=O)C. The product is [CH3:13][C:14]1[N:15]=[C:16]([CH2:43][CH2:44][CH3:45])[N:17]([CH2:28][C:29]2[CH:34]=[CH:33][C:32]([C:35]3[CH:40]=[CH:39][CH:38]=[CH:37][C:36]=3[C:41]3[NH:3][C:4](=[O:7])[O:5][N:42]=3)=[CH:31][CH:30]=2)[C:18](=[O:27])[C:19]=1[O:20][C:21]1[CH:22]=[CH:23][CH:24]=[CH:25][CH:26]=1. The yield is 0.190. (3) The reactants are [Cl:1][C:2]1[N:7]=[CH:6][N:5]=[C:4]([NH2:8])[CH:3]=1.[C:9]1([O:15][C:16](Cl)=[O:17])[CH:14]=[CH:13][CH:12]=[CH:11][CH:10]=1.C(=O)([O-])[O-].[Cs+].[Cs+]. The catalyst is C1COCC1. The product is [Cl:1][C:2]1[N:7]=[CH:6][N:5]=[C:4]([NH:8][C:16](=[O:17])[O:15][C:9]2[CH:14]=[CH:13][CH:12]=[CH:11][CH:10]=2)[CH:3]=1. The yield is 0.370. (4) The reactants are [Br:1][C:2]1[CH:7]=[CH:6][C:5]([NH:8][C:9](=[O:17])[C:10]2[CH:15]=[CH:14][CH:13]=[CH:12][C:11]=2[NH2:16])=[CH:4][CH:3]=1.[N:18]1[CH:23]=[CH:22][C:21]([N:24]2[CH2:32][CH2:31][CH:27]([C:28]([Cl:30])=[O:29])[CH2:26][CH2:25]2)=[CH:20][CH:19]=1. No catalyst specified. The product is [ClH:30].[N:18]1[CH:23]=[CH:22][C:21]([N:24]2[CH2:25][CH2:26][CH:27]([C:28]([NH:16][C:11]3[CH:12]=[CH:13][CH:14]=[CH:15][C:10]=3[C:9]([NH:8][C:5]3[CH:4]=[CH:3][C:2]([Br:1])=[CH:7][CH:6]=3)=[O:17])=[O:29])[CH2:31][CH2:32]2)=[CH:20][CH:19]=1. The yield is 0.770.